This data is from Reaction yield outcomes from USPTO patents with 853,638 reactions. The task is: Predict the reaction yield, written as a fraction of the theoretical maximum amount of product (1.0 means a 100% yield; for example, 0.34 means a 34% yield). (1) The reactants are [Cl:1][C:2]1[CH:9]=[C:8]([O:10][CH2:11][CH2:12][CH2:13][CH:14]2[CH2:19][CH2:18][N:17]([CH3:20])[CH2:16][CH2:15]2)[CH:7]=[CH:6][C:3]=1[CH:4]=O.[CH3:21][C:22]1[CH:27]=[C:26]([CH3:28])[CH:25]=[C:24]([NH2:29])[C:23]=1[NH2:30]. The yield is 0.870. The product is [Cl:1][C:2]1[CH:9]=[C:8]([O:10][CH2:11][CH2:12][CH2:13][CH:14]2[CH2:19][CH2:18][N:17]([CH3:20])[CH2:16][CH2:15]2)[CH:7]=[CH:6][C:3]=1[C:4]1[NH:29][C:24]2[CH:25]=[C:26]([CH3:28])[CH:27]=[C:22]([CH3:21])[C:23]=2[N:30]=1. No catalyst specified. (2) The reactants are [C:1]([C:5]1[CH:10]=[CH:9][C:8]([CH2:11][C:12]([O:14]C)=[O:13])=[CH:7][CH:6]=1)([CH3:4])([CH3:3])[CH3:2].O. The catalyst is CO. The product is [C:1]([C:5]1[CH:10]=[CH:9][C:8]([CH2:11][C:12]([OH:14])=[O:13])=[CH:7][CH:6]=1)([CH3:4])([CH3:2])[CH3:3]. The yield is 0.990.